From a dataset of Reaction yield outcomes from USPTO patents with 853,638 reactions. Predict the reaction yield, written as a fraction of the theoretical maximum amount of product (1.0 means a 100% yield; for example, 0.34 means a 34% yield). (1) The reactants are [C:1]([C:5]1[CH:10]=[CH:9][C:8]([NH:11][C:12](=[O:22])[C:13]2[CH:18]=[CH:17][C:16]([C:19](=O)[CH3:20])=[CH:15][CH:14]=2)=[CH:7][CH:6]=1)([CH3:4])([CH3:3])[CH3:2].Cl.[CH3:24][O:25][NH2:26].C([O-])(=O)C.[Na+].CO. The catalyst is O. The product is [C:1]([C:5]1[CH:6]=[CH:7][C:8]([NH:11][C:12](=[O:22])[C:13]2[CH:18]=[CH:17][C:16]([C:19](=[N:26][O:25][CH3:24])[CH3:20])=[CH:15][CH:14]=2)=[CH:9][CH:10]=1)([CH3:4])([CH3:3])[CH3:2]. The yield is 0.740. (2) The reactants are [Cl:1][C:2]1[CH:3]=[CH:4][C:5]2[CH:6]=[C:7]3[CH2:14][NH:13][CH2:12][C@@H:11]([CH3:15])[N:8]3[C:9]=2[CH:10]=1.[BH4-].[Na+].[OH-].[Na+]. The catalyst is O1CCCC1.FC(F)(F)C(O)=O. The product is [Cl:1][C:2]1[CH:3]=[CH:4][C:5]2[CH2:6][C@@H:7]3[CH2:14][NH:13][CH2:12][C@@H:11]([CH3:15])[N:8]3[C:9]=2[CH:10]=1.[Cl:1][C:2]1[CH:3]=[CH:4][C:5]2[CH2:6][C@H:7]3[CH2:14][NH:13][CH2:12][C@@H:11]([CH3:15])[N:8]3[C:9]=2[CH:10]=1. The yield is 0.450.